Dataset: Forward reaction prediction with 1.9M reactions from USPTO patents (1976-2016). Task: Predict the product of the given reaction. (1) Given the reactants [N+:1]([C:4]1[CH:5]=[C:6]([CH:10]([N:12]2[CH2:17][CH2:16][O:15][CH2:14][CH2:13]2)[CH3:11])[CH:7]=[CH:8][CH:9]=1)([O-])=O, predict the reaction product. The product is: [N:12]1([CH:10]([C:6]2[CH:5]=[C:4]([NH2:1])[CH:9]=[CH:8][CH:7]=2)[CH3:11])[CH2:17][CH2:16][O:15][CH2:14][CH2:13]1. (2) The product is: [NH3:13].[CH3:1][O:2][C:3]1[CH:4]=[C:5]([CH3:26])[C:6]([S:10]([N:13]([CH3:14])[CH2:15][C:16]2[N:20]=[C:19]([C:21]([N:37]3[CH2:36][CH2:35][CH:34]([CH2:33][CH2:32][N:27]4[CH2:31][CH2:30][CH2:29][CH2:28]4)[CH2:39][CH2:38]3)=[O:22])[O:18][N:17]=2)(=[O:11])=[O:12])=[C:7]([CH3:9])[CH:8]=1. Given the reactants [CH3:1][O:2][C:3]1[CH:8]=[C:7]([CH3:9])[C:6]([S:10]([N:13]([CH2:15][C:16]2[N:20]=[C:19]([C:21](OCC)=[O:22])[O:18][N:17]=2)[CH3:14])(=[O:12])=[O:11])=[C:5]([CH3:26])[CH:4]=1.[N:27]1([CH2:32][CH2:33][CH:34]2[CH2:39][CH2:38][NH:37][CH2:36][CH2:35]2)[CH2:31][CH2:30][CH2:29][CH2:28]1.C[Al](C)C, predict the reaction product. (3) The product is: [NH:12]1[CH2:16][CH2:15][C@H:14]([NH:17][C:18]([C:20]2[N:21]=[C:22]([N:25]3[CH2:28][CH:27]([S:29][C:30]4[C@H:31]([CH3:54])[C@@H:32]5[C@@H:49]([C@H:50]([OH:52])[CH3:51])[C:48](=[O:53])[N:33]5[C:34]=4[C:35]([OH:37])=[O:36])[CH2:26]3)[O:23][CH:24]=2)=[O:19])[CH2:13]1. Given the reactants [N+](C1C=CC(COC([N:12]2[CH2:16][CH2:15][C@H:14]([NH:17][C:18]([C:20]3[N:21]=[C:22]([N:25]4[CH2:28][CH:27]([S:29][C:30]5[C@H:31]([CH3:54])[C@@H:32]6[C@@H:49]([C@H:50]([OH:52])[CH3:51])[C:48](=[O:53])[N:33]6[C:34]=5[C:35]([O:37]CC5C=CC([N+]([O-])=O)=CC=5)=[O:36])[CH2:26]4)[O:23][CH:24]=3)=[O:19])[CH2:13]2)=O)=CC=1)([O-])=O, predict the reaction product. (4) Given the reactants [C:1](Cl)(Cl)=[O:2].C(N(CC)CC)C.[Cl:12][C:13]1[CH:18]=[CH:17][C:16]([CH:19]2[CH:23]([C:24]3[CH:29]=[CH:28][C:27]([Cl:30])=[CH:26][CH:25]=3)[NH:22][C:21]([C:31]3[CH:36]=[CH:35][C:34]([O:37][CH2:38][CH3:39])=[CH:33][C:32]=3[O:40][CH:41]([CH3:43])[CH3:42])=[N:20]2)=[CH:15][CH:14]=1.[NH:44]1[CH2:49][CH2:48][NH:47][CH2:46][CH2:45]1.C(=O)(O)[O-].[Na+], predict the reaction product. The product is: [Cl:12][C:13]1[CH:14]=[CH:15][C:16]([CH:19]2[CH:23]([C:24]3[CH:25]=[CH:26][C:27]([Cl:30])=[CH:28][CH:29]=3)[N:22]([C:1]([N:44]3[CH2:49][CH2:48][NH:47][CH2:46][CH2:45]3)=[O:2])[C:21]([C:31]3[CH:36]=[CH:35][C:34]([O:37][CH2:38][CH3:39])=[CH:33][C:32]=3[O:40][CH:41]([CH3:42])[CH3:43])=[N:20]2)=[CH:17][CH:18]=1. (5) Given the reactants [CH3:1][N:2]1[C:7]2[CH:8]=[CH:9][CH:10]=[C:11]([CH2:12][CH:13]3[CH2:18][CH2:17][NH:16][CH2:15][CH2:14]3)[C:6]=2[O:5][CH2:4][C:3]1=[O:19].Br[CH2:21][CH2:22][O:23][C:24]1[CH:33]=[CH:32][CH:31]=[C:30]2[C:25]=1[CH:26]=[CH:27][C:28]([CH3:34])=[N:29]2, predict the reaction product. The product is: [CH3:1][N:2]1[C:7]2[CH:8]=[CH:9][CH:10]=[C:11]([CH2:12][CH:13]3[CH2:18][CH2:17][N:16]([CH2:21][CH2:22][O:23][C:24]4[CH:33]=[CH:32][CH:31]=[C:30]5[C:25]=4[CH:26]=[CH:27][C:28]([CH3:34])=[N:29]5)[CH2:15][CH2:14]3)[C:6]=2[O:5][CH2:4][C:3]1=[O:19].